From a dataset of Forward reaction prediction with 1.9M reactions from USPTO patents (1976-2016). Predict the product of the given reaction. Given the reactants [O:1]1[CH:5]=[CH:4][CH:3]=[C:2]1[CH2:6][N:7]([CH2:20][C:21]1[CH:26]=[CH:25][C:24]([S:27][C:28]([CH3:37])([CH3:36])[C:29]([O:31]C(C)(C)C)=[O:30])=[CH:23][CH:22]=1)[CH2:8][C:9]1[O:13][N:12]=[C:11]([C:14]2[CH:19]=[CH:18][CH:17]=[CH:16][CH:15]=2)[N:10]=1, predict the reaction product. The product is: [O:1]1[CH:5]=[CH:4][CH:3]=[C:2]1[CH2:6][N:7]([CH2:20][C:21]1[CH:22]=[CH:23][C:24]([S:27][C:28]([CH3:37])([CH3:36])[C:29]([OH:31])=[O:30])=[CH:25][CH:26]=1)[CH2:8][C:9]1[O:13][N:12]=[C:11]([C:14]2[CH:19]=[CH:18][CH:17]=[CH:16][CH:15]=2)[N:10]=1.